This data is from Forward reaction prediction with 1.9M reactions from USPTO patents (1976-2016). The task is: Predict the product of the given reaction. Given the reactants C(OP([C:9]([O:25][CH3:26])([O:23][CH3:24])[CH2:10][CH2:11][C:12]1[CH:22]=[CH:21][C:15]([C:16]([O:18][CH2:19][CH3:20])=[O:17])=[CH:14][CH:13]=1)(OCC)=O)C.C([N-][CH:31]([CH3:33])[CH3:32])(C)C.[Li+].C[C:36]1(C)[CH:45]=[C:44]([C:46]2S[C:49]([CH3:51])=[CH:48][CH:47]=2)[C:43]2[C:38](=[CH:39][CH:40]=[C:41]([CH:52]=O)[CH:42]=2)S1.[CH2:55]1COC[CH2:56]1, predict the reaction product. The product is: [CH3:26][O:25][CH:9]([O:23][CH3:24])[CH2:10]/[C:11](/[C:12]1[CH:13]=[CH:14][C:15]([C:16]([O:18][CH2:19][CH3:20])=[O:17])=[CH:21][CH:22]=1)=[CH:52]\[C:41]1[CH:42]=[C:43]2[C:38]([C:31]([CH3:32])([CH3:33])[CH2:36][CH:45]=[C:44]2[C:46]2[CH:47]=[CH:48][C:49]([CH3:51])=[CH:56][CH:55]=2)=[CH:39][CH:40]=1.